From a dataset of Forward reaction prediction with 1.9M reactions from USPTO patents (1976-2016). Predict the product of the given reaction. (1) The product is: [N:13]1[CH:18]=[CH:17][C:16]([S:19][C:2]2[C:11]3[C:6](=[CH:7][CH:8]=[CH:9][CH:10]=3)[C:5](=[O:12])[NH:4][N:3]=2)=[CH:15][CH:14]=1. Given the reactants Cl[C:2]1[C:11]2[C:6](=[CH:7][CH:8]=[CH:9][CH:10]=2)[C:5](=[O:12])[NH:4][N:3]=1.[N:13]1[CH:18]=[CH:17][C:16]([SH:19])=[CH:15][CH:14]=1, predict the reaction product. (2) Given the reactants [F:1][C:2]([F:7])([F:6])[C:3]([OH:5])=[O:4].[OH:8][C:9]1([CH2:21][C:22]([CH3:25])([CH3:24])[CH3:23])[CH2:13][CH2:12][N:11](C(OC(C)(C)C)=O)[CH2:10]1, predict the reaction product. The product is: [F:1][C:2]([F:7])([F:6])[C:3]([OH:5])=[O:4].[CH2:21]([C:9]1([OH:8])[CH2:13][CH2:12][NH:11][CH2:10]1)[C:22]([CH3:25])([CH3:24])[CH3:23]. (3) Given the reactants [CH3:1][O:2][C:3]1[CH:8]=[CH:7][CH:6]=[CH:5][C:4]=1[C:9]1[C:17]2[C:12](=[N:13][CH:14]=[C:15](B3OC(C)(C)C(C)(C)O3)[CH:16]=2)[N:11](COCC[Si](C)(C)C)C=1.Br[C:36]1[CH:37]=[C:38]([S:42]([N:45]([CH3:47])[CH3:46])(=[O:44])=[O:43])[CH:39]=[CH:40][CH:41]=1.C([O-])(O)=O.[Na+].C(#[N:55])C, predict the reaction product. The product is: [CH3:1][O:2][C:3]1[CH:8]=[CH:7][CH:6]=[CH:5][C:4]=1[C:9]1[C:17]2[C:12](=[N:13][CH:14]=[C:15]([C:36]3[CH:37]=[C:38]([S:42]([N:45]([CH3:47])[CH3:46])(=[O:44])=[O:43])[CH:39]=[CH:40][CH:41]=3)[CH:16]=2)[NH:11][N:55]=1. (4) Given the reactants C[O:2][C:3](=[O:27])[CH2:4][CH2:5][CH2:6][N:7]1[CH2:11][CH2:10][CH2:9][C@H:8]1[CH2:12][O:13][C:14]1[CH:19]=[CH:18][C:17]([CH2:20][C:21]2[CH:26]=[CH:25][CH:24]=[CH:23][CH:22]=2)=[CH:16][CH:15]=1.[OH-].[Na+], predict the reaction product. The product is: [CH2:20]([C:17]1[CH:18]=[CH:19][C:14]([O:13][CH2:12][C@@H:8]2[CH2:9][CH2:10][CH2:11][N:7]2[CH2:6][CH2:5][CH2:4][C:3]([OH:27])=[O:2])=[CH:15][CH:16]=1)[C:21]1[CH:22]=[CH:23][CH:24]=[CH:25][CH:26]=1. (5) Given the reactants [S:1]1[CH:5]=[CH:4][C:3]2[CH:6]=[CH:7][CH:8]=[CH:9][C:2]1=2.[CH2:10]([Li])[CH2:11]CC.S(OCC)(OCC)(=O)=O, predict the reaction product. The product is: [CH2:10]([C:5]1[S:1][C:2]2[CH:9]=[CH:8][CH:7]=[CH:6][C:3]=2[CH:4]=1)[CH3:11]. (6) The product is: [Cl:1][C:2]1[CH:24]=[CH:23][C:5]([CH2:6][N:7]2[CH:11]=[CH:10][CH:9]=[C:8]2[C:12]([N:14]2[CH2:15][CH2:16][CH:17]([C:20]([NH:39][CH2:40][CH2:41][C:31]3[CH:30]=[CH:29][N:35]=[CH:33][CH:32]=3)=[O:21])[CH2:18][CH2:19]2)=[O:13])=[CH:4][CH:3]=1. Given the reactants [Cl:1][C:2]1[CH:24]=[CH:23][C:5]([CH2:6][N:7]2[CH:11]=[CH:10][CH:9]=[C:8]2[C:12]([N:14]2[CH2:19][CH2:18][CH:17]([C:20](O)=[O:21])[CH2:16][CH2:15]2)=[O:13])=[CH:4][CH:3]=1.C(Cl)CCl.[CH:29]1[CH:30]=[CH:31][C:32]2N(O)N=[N:35][C:33]=2C=1.[N:39]1C=CC=[CH:41][C:40]=1CCN, predict the reaction product.